Dataset: Forward reaction prediction with 1.9M reactions from USPTO patents (1976-2016). Task: Predict the product of the given reaction. (1) Given the reactants [CH:1]1([S:4]([O:7][CH2:8][CH2:9][CH2:10][CH3:11])(=[O:6])=[O:5])[CH2:3][CH2:2]1.[Li][CH2:13]CCC.IC, predict the reaction product. The product is: [CH3:13][C:1]1([S:4]([O:7][CH2:8][CH2:9][CH2:10][CH3:11])(=[O:6])=[O:5])[CH2:3][CH2:2]1. (2) Given the reactants C([O:5][C:6](=[O:71])[CH2:7][N:8]1[CH2:16][CH2:15][N:14]([CH2:17][CH:18]([NH:54][CH2:55][C:56]([O:58]C(C)(C)C)=[O:57])[CH2:19][C:20]2[CH:25]=[CH:24][C:23]([NH:26][C:27](=[O:53])[CH2:28][CH2:29][CH:30]([CH:32]3[C:48]4([CH3:49])[CH:35]([CH:36]5[CH:45]([CH2:46][CH:47]4[OH:50])[C:44]4([CH3:51])[CH:39]([CH2:40][CH:41]([OH:52])[CH2:42][CH2:43]4)[CH2:38][CH2:37]5)[CH2:34][CH2:33]3)[CH3:31])=[CH:22][CH:21]=2)[CH2:13][CH2:12][N:11]([CH2:63][C:64]([O:66]C(C)(C)C)=[O:65])[CH2:10][CH2:9]1)(C)(C)C.Cl.CCOCC, predict the reaction product. The product is: [C:6]([CH2:7][N:8]1[CH2:16][CH2:15][N:14]([CH2:17][CH:18]([NH:54][CH2:55][C:56]([OH:58])=[O:57])[CH2:19][C:20]2[CH:21]=[CH:22][C:23]([NH:26][C:27](=[O:53])[CH2:28][CH2:29][CH:30]([CH:32]3[C:48]4([CH3:49])[CH:35]([CH:36]5[CH:45]([CH2:46][CH:47]4[OH:50])[C:44]4([CH3:51])[CH:39]([CH2:40][CH:41]([OH:52])[CH2:42][CH2:43]4)[CH2:38][CH2:37]5)[CH2:34][CH2:33]3)[CH3:31])=[CH:24][CH:25]=2)[CH2:13][CH2:12][N:11]([CH2:63][C:64]([OH:66])=[O:65])[CH2:10][CH2:9]1)([OH:71])=[O:5]. (3) Given the reactants [C:1]1([C:7]2[S:11][CH:10]=[C:9]([CH:12](C3C=C(OC)C(OC)=C(OC)C=3)[OH:13])[CH:8]=2)[CH:6]=[CH:5][CH:4]=[CH:3][CH:2]=1.[H-].[H-].[H-].[H-].[Li+].[Al+3], predict the reaction product. The product is: [C:1]1([C:7]2[S:11][CH:10]=[C:9]([CH:12]=[O:13])[CH:8]=2)[CH:6]=[CH:5][CH:4]=[CH:3][CH:2]=1. (4) Given the reactants [C:1]1([CH2:7][O:8][C:9]2[CH:17]=[CH:16][CH:15]=[C:14]3[C:10]=2[CH:11]=[CH:12][NH:13]3)[CH:6]=[CH:5][CH:4]=[CH:3][CH:2]=1.[C:18]1([CH2:24][O:25][C:26]2[CH:31]=[C:30]([F:32])[C:29](Br)=[CH:28][C:27]=2[F:34])[CH:23]=[CH:22][CH:21]=[CH:20][CH:19]=1.[O-]P([O-])([O-])=O.[K+].[K+].[K+].N1CCC[C@H]1C(O)=O, predict the reaction product. The product is: [F:32][C:30]1[CH:31]=[C:26]([O:25][CH2:24][C:18]2[CH:23]=[CH:22][CH:21]=[CH:20][CH:19]=2)[C:27]([F:34])=[CH:28][C:29]=1[N:13]1[C:14]2[C:10](=[C:9]([O:8][CH2:7][C:1]3[CH:2]=[CH:3][CH:4]=[CH:5][CH:6]=3)[CH:17]=[CH:16][CH:15]=2)[CH:11]=[CH:12]1. (5) Given the reactants [CH3:1][C:2]1[CH:8]=[CH:7][C:5]([NH2:6])=[CH:4][CH:3]=1.[N:9]([O-])=O.[Na+].ClCC(=O)[CH2:16][C:17](O)=O.C([O-])(=O)C.[Na+].[OH2:26].[ClH:27], predict the reaction product. The product is: [C:2]1([CH3:1])[CH:8]=[CH:7][C:5]([NH:6][N:9]=[CH:16][C:17]([Cl:27])=[O:26])=[CH:4][CH:3]=1.